This data is from Forward reaction prediction with 1.9M reactions from USPTO patents (1976-2016). The task is: Predict the product of the given reaction. (1) Given the reactants Cl[C:2](=[O:7])[C:3]([O:5][CH3:6])=[O:4].[CH:8]1([C:14]2[CH:20]=[CH:19][C:17]([NH2:18])=[CH:16][CH:15]=2)[CH2:13][CH2:12][CH2:11][CH2:10][CH2:9]1.N1C=CC=CC=1.O, predict the reaction product. The product is: [CH:8]1([C:14]2[CH:15]=[CH:16][C:17]([NH:18][C:2](=[O:7])[C:3]([O:5][CH3:6])=[O:4])=[CH:19][CH:20]=2)[CH2:9][CH2:10][CH2:11][CH2:12][CH2:13]1. (2) Given the reactants [C:1]([C:3]1[CH:8]=[CH:7][C:6]([N:9]2[CH:13]([CH:14]3[CH2:17][C:16]([F:19])([F:18])[CH2:15]3)[CH2:12][C:11]([C:20]3[CH:29]=[CH:28][C:23]([C:24]([O:26]C)=[O:25])=[C:22]([O:30][CH3:31])[N:21]=3)=[N:10]2)=[CH:5][C:4]=1[CH3:32])#[N:2].[OH-].[Na+].Cl, predict the reaction product. The product is: [C:1]([C:3]1[CH:8]=[CH:7][C:6]([N:9]2[CH:13]([CH:14]3[CH2:17][C:16]([F:18])([F:19])[CH2:15]3)[CH2:12][C:11]([C:20]3[CH:29]=[CH:28][C:23]([C:24]([OH:26])=[O:25])=[C:22]([O:30][CH3:31])[N:21]=3)=[N:10]2)=[CH:5][C:4]=1[CH3:32])#[N:2]. (3) Given the reactants [CH3:1][S:2][C:3]1[CH:8]=[CH:7][C:6]([C:9]2[CH2:14][CH2:13][C:12](=O)[CH2:11][CH:10]=2)=[CH:5][CH:4]=1.[NH:16]1[CH2:19][CH:18]([NH:20][C:21]([CH2:23][NH:24][C:25](=[O:36])[C:26]2[CH:31]=[CH:30][CH:29]=[C:28]([C:32]([F:35])([F:34])[F:33])[CH:27]=2)=[O:22])[CH2:17]1, predict the reaction product. The product is: [CH3:1][S:2][C:3]1[CH:8]=[CH:7][C:6]([C:9]2[CH2:14][CH2:13][CH:12]([N:16]3[CH2:19][CH:18]([NH:20][C:21]([CH2:23][NH:24][C:25](=[O:36])[C:26]4[CH:31]=[CH:30][CH:29]=[C:28]([C:32]([F:35])([F:33])[F:34])[CH:27]=4)=[O:22])[CH2:17]3)[CH2:11][CH:10]=2)=[CH:5][CH:4]=1. (4) Given the reactants C(Cl)(=O)C(Cl)=O.[C:7]1([S:13]([CH2:16][CH2:17][CH2:18][C:19]2[N:23]([CH2:24][CH2:25][CH2:26][CH3:27])[N:22]=[C:21]([C:28]([OH:30])=O)[CH:20]=2)(=[O:15])=[O:14])[CH:12]=[CH:11][CH:10]=[CH:9][CH:8]=1.[Cl-].[NH4+:32], predict the reaction product. The product is: [C:7]1([S:13]([CH2:16][CH2:17][CH2:18][C:19]2[N:23]([CH2:24][CH2:25][CH2:26][CH3:27])[N:22]=[C:21]([C:28]([NH2:32])=[O:30])[CH:20]=2)(=[O:15])=[O:14])[CH:12]=[CH:11][CH:10]=[CH:9][CH:8]=1.